Dataset: Peptide-MHC class I binding affinity with 185,985 pairs from IEDB/IMGT. Task: Regression. Given a peptide amino acid sequence and an MHC pseudo amino acid sequence, predict their binding affinity value. This is MHC class I binding data. The peptide sequence is EYEWCGQKL. The MHC is H-2-Kd with pseudo-sequence H-2-Kd. The binding affinity (normalized) is 0.327.